Dataset: Full USPTO retrosynthesis dataset with 1.9M reactions from patents (1976-2016). Task: Predict the reactants needed to synthesize the given product. (1) Given the product [F:15][C:16]1[CH:17]=[C:18]([CH2:22][CH2:23][C:24]([NH:1]/[C:2](/[CH3:8])=[CH:3]\[C:4]([O:6][CH3:7])=[O:5])=[O:25])[CH:19]=[CH:20][CH:21]=1, predict the reactants needed to synthesize it. The reactants are: [NH2:1]/[C:2](/[CH3:8])=[CH:3]\[C:4]([O:6][CH3:7])=[O:5].N1C=CC=CC=1.[F:15][C:16]1[CH:17]=[C:18]([CH2:22][CH2:23][C:24](Cl)=[O:25])[CH:19]=[CH:20][CH:21]=1. (2) Given the product [C:21]([C:17]1[C:18]([O-:20])=[N:19][C:14]([C:7]2[C:8]3[C:13](=[CH:12][CH:11]=[CH:10][CH:9]=3)[N:5]([CH2:4][C:3]3[CH:25]=[CH:26][CH:27]=[CH:28][C:2]=3[F:1])[N:6]=2)=[N:15][CH:16]=1)(=[O:22])[NH2:32].[Na+:29], predict the reactants needed to synthesize it. The reactants are: [F:1][C:2]1[CH:28]=[CH:27][CH:26]=[CH:25][C:3]=1[CH2:4][N:5]1[C:13]2[C:8](=[CH:9][CH:10]=[CH:11][CH:12]=2)[C:7]([C:14]2[N:19]=[C:18]([O-:20])[C:17]([C:21](OC)=[O:22])=[CH:16][N:15]=2)=[N:6]1.[Na+:29].CO.[NH3:32]. (3) Given the product [CH:4]1[C:9]([C:10]#[N:11])=[CH:8][C:7]2[C:12]([CH2:15][CH2:16][CH2:17][CH2:18][N:19]3[CH2:20][CH2:21][N:22]([C:25]4[CH:26]=[CH:27][C:28]5[O:33][C:32]([C:34]([NH2:36])=[O:35])=[CH:31][C:29]=5[CH:30]=4)[CH2:23][CH2:24]3)=[CH:13][NH:14][C:6]=2[CH:5]=1.[ClH:1], predict the reactants needed to synthesize it. The reactants are: [Cl:1]CCl.[CH:4]1[C:9]([C:10]#[N:11])=[CH:8][C:7]2[C:12]([CH2:15][CH2:16][CH2:17][CH2:18][N:19]3[CH2:24][CH2:23][N:22]([C:25]4[CH:26]=[CH:27][C:28]5[O:33][C:32]([C:34]([NH2:36])=[O:35])=[CH:31][C:29]=5[CH:30]=4)[CH2:21][CH2:20]3)=[CH:13][NH:14][C:6]=2[CH:5]=1.Cl. (4) Given the product [F:32][C:2]([F:31])([F:1])[C:3]1[CH:26]=[C:25]([C:27]([F:29])([F:28])[F:30])[CH:24]=[CH:23][C:4]=1[CH2:5][N:6]1[C:14]2[C:9](=[CH:10][C:11](/[CH:15]=[C:16]3/[C:17](=[O:22])[N:18]([CH2:35][CH2:36][N:37]([CH3:39])[CH3:38])[C:19](=[O:21])[S:20]/3)=[CH:12][CH:13]=2)[CH:8]=[N:7]1, predict the reactants needed to synthesize it. The reactants are: [F:1][C:2]([F:32])([F:31])[C:3]1[CH:26]=[C:25]([C:27]([F:30])([F:29])[F:28])[CH:24]=[CH:23][C:4]=1[CH2:5][N:6]1[C:14]2[C:9](=[CH:10][C:11](/[CH:15]=[C:16]3/[C:17](=[O:22])[NH:18][C:19](=[O:21])[S:20]/3)=[CH:12][CH:13]=2)[CH:8]=[N:7]1.Cl.Cl[CH2:35][CH2:36][N:37]([CH3:39])[CH3:38]. (5) The reactants are: C1CCN2C(=NCCC2)CC1.[CH2:12](Br)[C:13]1[CH:18]=[CH:17][CH:16]=[CH:15][CH:14]=1.[C:20]([O:24][C:25]([N:27]1[CH2:31][CH2:30][C@H:29]([C:32]([OH:34])=[O:33])[CH2:28]1)=[O:26])([CH3:23])([CH3:22])[CH3:21]. Given the product [N:27]1([C:25]([O:24][C:20]([CH3:23])([CH3:22])[CH3:21])=[O:26])[CH2:31][CH2:30][C@H:29]([C:32]([O:34][CH2:12][C:13]2[CH:18]=[CH:17][CH:16]=[CH:15][CH:14]=2)=[O:33])[CH2:28]1, predict the reactants needed to synthesize it. (6) Given the product [CH2:30]([NH:37][CH2:16][O:15][C:4]1[CH:5]=[C:6]([C:8]([O:10][C:11]([CH3:14])([CH3:13])[CH3:12])=[O:9])[CH:7]=[CH:2][N:3]=1)[C:31]1[CH:36]=[CH:35][CH:34]=[CH:33][CH:32]=1, predict the reactants needed to synthesize it. The reactants are: Cl[C:2]1[CH:7]=[C:6]([C:8]([O:10][C:11]([CH3:14])([CH3:13])[CH3:12])=[O:9])[CH:5]=[C:4]([O:15][CH3:16])[N:3]=1.C(O)(=O)CC(CC(O)=O)(C(O)=O)O.[CH2:30]([NH2:37])[C:31]1[CH:36]=[CH:35][CH:34]=[CH:33][CH:32]=1.